This data is from Full USPTO retrosynthesis dataset with 1.9M reactions from patents (1976-2016). The task is: Predict the reactants needed to synthesize the given product. Given the product [Cl:1][C:2]1[CH:7]=[CH:6][C:5]([N:8]2[CH:12]=[CH:11][CH:10]=[C:9]2/[CH:13]=[CH:14]/[C:15]([O:17][CH3:18])=[O:16])=[C:4]([CH:19]([C:20]2[CH:25]=[CH:24][CH:23]=[C:22]([O:26][CH3:27])[C:21]=2[O:28][CH3:29])[OH:30])[CH:3]=1, predict the reactants needed to synthesize it. The reactants are: [Cl:1][C:2]1[CH:7]=[CH:6][C:5]([N:8]2[CH:12]=[CH:11][CH:10]=[C:9]2/[CH:13]=[CH:14]/[C:15]([O:17][CH3:18])=[O:16])=[C:4]([C:19](=[O:30])[C:20]2[CH:25]=[CH:24][CH:23]=[C:22]([O:26][CH3:27])[C:21]=2[O:28][CH3:29])[CH:3]=1.[BH4-].[Na+].O.